This data is from Retrosynthesis with 50K atom-mapped reactions and 10 reaction types from USPTO. The task is: Predict the reactants needed to synthesize the given product. (1) Given the product COc1ccc(Nc2ncccc2[N+](=O)[O-])cn1, predict the reactants needed to synthesize it. The reactants are: COc1ccc(N)cn1.O=[N+]([O-])c1cccnc1Cl. (2) Given the product CC(C)(C)OC(=O)N[C@@H]1CC[C@H](COS(C)(=O)=O)C1, predict the reactants needed to synthesize it. The reactants are: CC(C)(C)OC(=O)N[C@H]1CC[C@@H](CO)C1.CS(=O)(=O)Cl. (3) Given the product COC(=O)CC1Cc2ccc(C(=O)NCCCNC(=O)OC(C)(C)C)cc2NC1=O, predict the reactants needed to synthesize it. The reactants are: CC(C)(C)OC(=O)NCCCN.COC(=O)CC1Cc2ccc(C(=O)O)cc2NC1=O. (4) Given the product Clc1ccc(CN[C@H]2CCCc3ccccc32)c(Cl)c1, predict the reactants needed to synthesize it. The reactants are: N[C@H]1CCCc2ccccc21.O=Cc1ccc(Cl)cc1Cl. (5) Given the product CS(=O)(=O)c1ccc(/C(=C\CC2CCCC2)CO)s1, predict the reactants needed to synthesize it. The reactants are: CCOC(=O)/C(=C/CC1CCCC1)c1ccc(S(C)(=O)=O)s1. (6) Given the product O=C(c1ccc2c(ccn2CCN2CCOCC2)c1)N1CCC(Oc2ccc(Cl)cc2)CC1, predict the reactants needed to synthesize it. The reactants are: ClCCN1CCOCC1.O=C(c1ccc2[nH]ccc2c1)N1CCC(Oc2ccc(Cl)cc2)CC1. (7) Given the product Cc1cc(C(=O)O)ccc1OCCCC(=O)OC(C)(C)C, predict the reactants needed to synthesize it. The reactants are: COC(=O)c1ccc(OCCCC(=O)OC(C)(C)C)c(C)c1. (8) Given the product CCOC(=O)C(=Cc1ccc(OC)c2c1ccc(=O)n2C)C(=O)OCC, predict the reactants needed to synthesize it. The reactants are: CCOC(=O)CC(=O)OCC.COc1ccc(C=O)c2ccc(=O)n(C)c12.